From a dataset of Reaction yield outcomes from USPTO patents with 853,638 reactions. Predict the reaction yield, written as a fraction of the theoretical maximum amount of product (1.0 means a 100% yield; for example, 0.34 means a 34% yield). (1) The reactants are [C:8](O[C:8]([C:10]([F:13])([F:12])[F:11])=[O:9])([C:10]([F:13])([F:12])[F:11])=[O:9].C1(C)C=CC(S([N:23]=[C:24]2[N:29]([CH2:30][C:31]([NH2:33])=O)[N:28]=[C:27]([C:34]([F:37])([F:36])[F:35])[CH:26]=[CH:25]2)(=O)=O)=CC=1. The catalyst is C(Cl)Cl. The product is [F:13][C:10]([F:11])([F:12])[C:8]([NH:33][C:31]1[N:23]=[C:24]2[CH:25]=[CH:26][C:27]([C:34]([F:37])([F:36])[F:35])=[N:28][N:29]2[CH:30]=1)=[O:9]. The yield is 0.880. (2) The reactants are [C:1](Cl)(Cl)=[O:2].C1(C)C=CC=CC=1.[CH3:12][O:13][C:14](=[O:20])[C:15]([CH3:19])([CH3:18])[CH2:16][OH:17].C(N(C(C)C)CC)(C)C.[F:30][C:31]([F:65])([F:64])[C:32]1[CH:33]=[C:34]([CH:57]=[C:58]([C:60]([F:63])([F:62])[F:61])[CH:59]=1)[CH2:35][N:36]([C:51]1[N:52]=[N:53][N:54]([CH3:56])[N:55]=1)[C@@H:37]1[C:43]2=[CH:44][C:45]3[CH2:46][CH2:47][CH2:48][C:49]=3[CH:50]=[C:42]2[NH:41][CH2:40][CH2:39][CH2:38]1.N1C=CC=CC=1. The catalyst is ClCCl. The product is [CH3:12][O:13][C:14]([C:15]([CH3:19])([CH3:18])[CH2:16][O:17][C:1]([N:41]1[C:42]2[C:43](=[CH:44][C:45]3[CH2:46][CH2:47][CH2:48][C:49]=3[CH:50]=2)[C@@H:37]([N:36]([CH2:35][C:34]2[CH:33]=[C:32]([C:31]([F:64])([F:65])[F:30])[CH:59]=[C:58]([C:60]([F:61])([F:62])[F:63])[CH:57]=2)[C:51]2[N:52]=[N:53][N:54]([CH3:56])[N:55]=2)[CH2:38][CH2:39][CH2:40]1)=[O:2])=[O:20]. The yield is 0.730. (3) The reactants are Cl.[O:2]=[C:3]1[NH:12][C:11]2[N:10]=[CH:9][C:8](/[CH:13]=[CH:14]/[C:15]([OH:17])=O)=[CH:7][C:6]=2[CH2:5][CH2:4]1.Cl.[CH3:19][C:20](=[CH2:27])[CH2:21][O:22][CH:23]1[CH2:26][NH:25][CH2:24]1.CCN(C(C)C)C(C)C.CCN=C=NCCCN(C)C. The catalyst is CN(C1C=CN=CC=1)C.CN(C=O)C. The product is [CH3:27][C:20](=[CH2:19])[CH2:21][O:22][CH:23]1[CH2:26][N:25]([C:15](=[O:17])/[CH:14]=[CH:13]/[C:8]2[CH:7]=[C:6]3[C:11](=[N:10][CH:9]=2)[NH:12][C:3](=[O:2])[CH2:4][CH2:5]3)[CH2:24]1. The yield is 0.160. (4) The reactants are [C:1]([C:4]1[N:9]=[CH:8][C:7]([NH:10][C:11]2[N:16]=[C:15]([C:17]#[C:18][C:19]3[CH:24]=[CH:23][CH:22]=[CH:21][C:20]=3[CH2:25][C:26]([NH2:28])=[O:27])[C:14]([C:29]([F:32])([F:31])[F:30])=[CH:13][N:12]=2)=[CH:6][CH:5]=1)(=[O:3])[CH3:2]. The catalyst is CN(C=O)C.CCO.CCN(CC)CC.[Pd]. The product is [C:1]([C:4]1[N:9]=[CH:8][C:7]([NH:10][C:11]2[N:16]=[C:15]([CH2:17][CH2:18][C:19]3[CH:24]=[CH:23][CH:22]=[CH:21][C:20]=3[CH2:25][C:26]([NH2:28])=[O:27])[C:14]([C:29]([F:30])([F:31])[F:32])=[CH:13][N:12]=2)=[CH:6][CH:5]=1)(=[O:3])[CH3:2]. The yield is 0.570.